This data is from Forward reaction prediction with 1.9M reactions from USPTO patents (1976-2016). The task is: Predict the product of the given reaction. (1) Given the reactants [N+:1]([C:4]1[CH:9]=[CH:8][C:7]([N:10]2[CH2:14][CH2:13][NH:12][C:11]2=[O:15])=[CH:6][CH:5]=1)([O-])=O.[H][H], predict the reaction product. The product is: [NH2:1][C:4]1[CH:5]=[CH:6][C:7]([N:10]2[CH2:14][CH2:13][NH:12][C:11]2=[O:15])=[CH:8][CH:9]=1. (2) Given the reactants [BH4-].[Na+].[Br:3][C:4]1[CH:9]=[CH:8][C:7]([C@@H:10]([C:14](N2[C@@H](C(C)C)COC2=O)=[O:15])[CH2:11][C:12]#[N:13])=[C:6]([O:25][CH3:26])[CH:5]=1.OS([O-])(=O)=O.[K+].[O-]S([O-])(=O)=O.[Na+].[Na+], predict the reaction product. The product is: [Br:3][C:4]1[CH:9]=[CH:8][C:7]([C@@H:10]([CH2:14][OH:15])[CH2:11][C:12]#[N:13])=[C:6]([O:25][CH3:26])[CH:5]=1. (3) Given the reactants [CH2:1]=O.[NH2:3][C:4]1[C:12]([C:13]2[CH:17]=[CH:16][O:15][CH:14]=2)=[CH:11][CH:10]=[C:9]([CH2:18][S:19]([C:22]2[CH:27]=[CH:26][CH:25]=[CH:24][CH:23]=2)(=[O:21])=[O:20])[C:5]=1[C:6]([OH:8])=[O:7], predict the reaction product. The product is: [C:22]1([S:19]([CH2:18][C:9]2[C:5]3[C:6](=[O:8])[O:7][CH2:1][NH:3][C:4]=3[C:12]([C:13]3[CH:17]=[CH:16][O:15][CH:14]=3)=[CH:11][CH:10]=2)(=[O:21])=[O:20])[CH:23]=[CH:24][CH:25]=[CH:26][CH:27]=1. (4) The product is: [CH3:24][C:19]1([CH3:25])[C:20]([CH3:23])([CH3:22])[O:21][B:17]([C:2]2[CH:3]=[C:4]([N:8]3[CH:13]4[CH2:14][CH2:15][CH:9]3[CH2:10][CH:11]([OH:16])[CH2:12]4)[CH:5]=[CH:6][CH:7]=2)[O:18]1. Given the reactants Br[C:2]1[CH:3]=[C:4]([N:8]2[CH:13]3[CH2:14][CH2:15][CH:9]2[CH2:10][CH:11]([OH:16])[CH2:12]3)[CH:5]=[CH:6][CH:7]=1.[B:17]1([B:17]2[O:21][C:20]([CH3:23])([CH3:22])[C:19]([CH3:25])([CH3:24])[O:18]2)[O:21][C:20]([CH3:23])([CH3:22])[C:19]([CH3:25])([CH3:24])[O:18]1.C(Cl)Cl.C([O-])(=O)C.[K+], predict the reaction product.